This data is from Forward reaction prediction with 1.9M reactions from USPTO patents (1976-2016). The task is: Predict the product of the given reaction. (1) Given the reactants [CH3:1][N:2]1[C:6]2[CH:7]=[CH:8][C:9]([N+:11]([O-:13])=[O:12])=[CH:10][C:5]=2[NH:4][C:3]1=S.O=S(Cl)[Cl:17], predict the reaction product. The product is: [Cl:17][C:3]1[N:2]([CH3:1])[C:6]2[CH:7]=[CH:8][C:9]([N+:11]([O-:13])=[O:12])=[CH:10][C:5]=2[N:4]=1. (2) Given the reactants [CH:1]1([CH2:7][CH:8]([N:12]2[C:17](=[O:18])[CH:16]=[C:15]([O:19][C:20]3[C:25]([F:26])=[CH:24][CH:23]=[CH:22][C:21]=3[F:27])[CH:14]=[N:13]2)[C:9](O)=[O:10])[CH2:6][CH2:5][CH2:4][CH2:3][CH2:2]1.[CH3:28][C:29]1([CH3:41])[O:33][C@H:32]([CH2:34][N:35]2[CH:39]=[CH:38][C:37]([NH2:40])=[N:36]2)[CH2:31][O:30]1, predict the reaction product. The product is: [CH:1]1([CH2:7][CH:8]([N:12]2[C:17](=[O:18])[CH:16]=[C:15]([O:19][C:20]3[C:25]([F:26])=[CH:24][CH:23]=[CH:22][C:21]=3[F:27])[CH:14]=[N:13]2)[C:9]([NH:40][C:37]2[CH:38]=[CH:39][N:35]([CH2:34][C@@H:32]3[CH2:31][O:30][C:29]([CH3:41])([CH3:28])[O:33]3)[N:36]=2)=[O:10])[CH2:2][CH2:3][CH2:4][CH2:5][CH2:6]1. (3) Given the reactants Cl[C:2]1[N:7]2[N:8]=[C:9]([NH:11][C:12](=[O:19])[C:13]3[CH:18]=[CH:17][CH:16]=[N:15][CH:14]=3)[N:10]=[C:6]2[CH:5]=[C:4]([C:20]([F:23])([F:22])[F:21])[CH:3]=1.[CH:24]1([CH2:30][NH2:31])[CH2:29][CH2:28][CH2:27][CH2:26][CH2:25]1, predict the reaction product. The product is: [CH:24]1([CH2:30][NH:31][C:2]2[N:7]3[N:8]=[C:9]([NH:11][C:12](=[O:19])[C:13]4[CH:18]=[CH:17][CH:16]=[N:15][CH:14]=4)[N:10]=[C:6]3[CH:5]=[C:4]([C:20]([F:23])([F:22])[F:21])[CH:3]=2)[CH2:29][CH2:28][CH2:27][CH2:26][CH2:25]1. (4) Given the reactants N#N.[C:3]1([CH3:11])[C:4]([CH:9]=O)=[CH:5][CH:6]=[CH:7][CH:8]=1.[C:12]([CH2:14][C:15]([O:17][CH3:18])=[O:16])#[N:13], predict the reaction product. The product is: [C:12]([C:14](=[CH:9][C:4]1[CH:5]=[CH:6][CH:7]=[CH:8][C:3]=1[CH3:11])[C:15]([O:17][CH3:18])=[O:16])#[N:13]. (5) Given the reactants C(OC(=O)[NH:7][CH2:8][CH2:9][CH2:10][N:11]([CH2:14][C:15]1[C:16]2[C:21]([CH:22]=[C:23]3[C:28]=1[CH:27]=[CH:26][CH:25]=[CH:24]3)=[CH:20][CH:19]=[CH:18][CH:17]=2)[CH2:12][CH3:13])(C)(C)C.[ClH:30], predict the reaction product. The product is: [ClH:30].[CH:27]1[C:28]2[C:23](=[CH:22][C:21]3[C:16]([C:15]=2[CH2:14][N:11]([CH2:12][CH3:13])[CH2:10][CH2:9][CH2:8][NH2:7])=[CH:17][CH:18]=[CH:19][CH:20]=3)[CH:24]=[CH:25][CH:26]=1. (6) Given the reactants Br[C:2]1[CH:7]=[CH:6][C:5]([C:8]2[CH:13]=[CH:12][CH:11]=[CH:10][CH:9]=2)=[CH:4][CH:3]=1.[C:14]1([NH:20][C:21]2[CH:26]=[CH:25][CH:24]=[CH:23][C:22]=2[NH2:27])[CH:19]=[CH:18][CH:17]=[CH:16][CH:15]=1.CC(C)([O-])C.[Na+], predict the reaction product. The product is: [C:5]1([C:8]2[CH:13]=[CH:12][CH:11]=[CH:10][CH:9]=2)[CH:6]=[CH:7][C:2]([NH:27][C:22]2[C:21]([NH:20][C:14]3[CH:15]=[CH:16][CH:17]=[CH:18][CH:19]=3)=[CH:26][CH:25]=[CH:24][CH:23]=2)=[CH:3][CH:4]=1.